From a dataset of Experimentally validated miRNA-target interactions with 360,000+ pairs, plus equal number of negative samples. Binary Classification. Given a miRNA mature sequence and a target amino acid sequence, predict their likelihood of interaction. (1) The miRNA is mmu-miR-124-3p with sequence UAAGGCACGCGGUGAAUGCC. The protein sequence of the target gene is MAGIKALISLSFGGAIGLMFLMLGCALPIYNQYWPLFVLFFYILSPIPYCIARRLVDDTDAMSNACKELAIFLTTGIVVSAFGLPVVFARAHLIEWGACALVLTGNTVIFATILGFFLVFGSNDDFSWQQW. Result: 1 (interaction). (2) The miRNA is hsa-miR-7846-3p with sequence CAGCGGAGCCUGGAGAGAAGG. The protein sequence of the target gene is MHSLATAAPVPTTLAQVDREKIYQWINELSSPETRENALLELSKKRESVPDLAPMLWHSFGTIAALLQEIVNIYPSINPPTLTAHQSNRVCNALALLQCVASHPETRSAFLAAHIPLFLYPFLHTVSKTRPFEYLRLTSLGVIGALVKTDEQEVINFLLTTEIIPLCLRIMESGSELSKTVATFILQKILLDDTGLAYICQTYERFSHVAMILGKMVLQLSKEPSARLLKHVVRCYLRLSDNPRAREALRQCLPDQLKDTTFAQVLKDDTTTKRWLAQLVKNLQEGQVTDPRGIPLPPQ. Result: 0 (no interaction). (3) The miRNA is hsa-miR-3923 with sequence AACUAGUAAUGUUGGAUUAGGG. The protein sequence of the target gene is MKLLCLVAVVGCLLVPPAQANKSSEDIRCKCICPPYRNISGHIYNQNVSQKDCNCLHVVEPMPVPGHDVEAYCLLCECRYEERSTTTIKVIIVIYLSVVGALLLYMAFLMLVDPLIRKPDAYTEQLHNEEENEDARTMATAAASIGGPRANTVLERVEGAQQRWKLQVQEQRKTVFDRHKMLS. Result: 0 (no interaction). (4) The miRNA is hsa-miR-335-5p with sequence UCAAGAGCAAUAACGAAAAAUGU. The protein sequence of the target gene is MAPEAGATLRAPRRLSWAALLLLAALLPVASSAAASVDHPLKPRHVKLLSTKMGLKVTWDPPKDATSRPVEHYNIAYGKSLKSLKYIKVNAETYSFLIEDVEPGVVYFVLLTAENHSGVSRPVYRAESPPGGEWIEIDGFPIKGPGPFNETVTEKEVPNKPLRVRVRSSDDRLSVAWKAPRLSGAKSPRRSRGFLLGYGESGRKMNYVPLTRDERTHEIKKLASESVYVVSLQSMNSQGRSQPVYRAALTKRKISEEDELDVPDDISVRVMSSQSVLVSWVDPVLEKQKKVVASRQYTVR.... Result: 1 (interaction). (5) The miRNA is hsa-miR-629-3p with sequence GUUCUCCCAACGUAAGCCCAGC. The protein sequence of the target gene is MSGFLEGLRCSECIDWGEKRNTIASIAAGVLFFTGWWIIIDAAVIYPTMKDFNHSYHACGVIATIAFLMINAVSNGQVRGDSYSEGCLGQTGARIWLFVGFMLAFGSLIASMWILFGGYVAKEKDIVYPGIAVFFQNAFIFFGGLVFKFGRTEDLWQ. Result: 1 (interaction). (6) The miRNA is hsa-miR-660-5p with sequence UACCCAUUGCAUAUCGGAGUUG. The protein sequence of the target gene is MERGGGGSGTGSRPEGTARGTSLPGKIAEPGAVRTSQPNYRPQGMEGFLKSDERQRLAKERREEREKCLAAREQQILEKQKRARLQYEKQMEERWRKLEEQRQREDQKRAAVEEKRKQKLREEEERLEAMMRRSLERTQQLELKKKYSWGAPLAIGPGGHDACDKLSTSTMSLPKPTEPPMNKRLSSSTVAISYSPDRVFHVCPRLAPLGPLNPSYKSSPTRNIEKKKATSTSTSGAGDVGKEALSGGEASLVEKVKRGQRTATSLPVVNFGSPLRRCEFSGGIPKRPSSPVISKTATKA.... Result: 0 (no interaction).